This data is from Catalyst prediction with 721,799 reactions and 888 catalyst types from USPTO. The task is: Predict which catalyst facilitates the given reaction. (1) Reactant: Cl.Cl.Cl.[CH3:4][C@H:5]1[CH2:10][O:9][CH2:8][CH2:7][N:6]1[CH2:11][C@H:12]1[CH2:17][NH:16][CH2:15][CH2:14][NH:13]1.[N+:18]([C:21]1[S:25][C:24]([S:26](Cl)(=[O:28])=[O:27])=[CH:23][CH:22]=1)([O-:20])=[O:19]. Product: [N+:18]([C:21]1[S:25][C:24]([S:26]([N:16]2[CH2:15][CH2:14][NH:13][C@@H:12]([CH2:11][N:6]3[CH2:7][CH2:8][O:9][CH2:10][C@@H:5]3[CH3:4])[CH2:17]2)(=[O:28])=[O:27])=[CH:23][CH:22]=1)([O-:20])=[O:19]. The catalyst class is: 2. (2) Product: [CH3:1][C:2]1[N:3]([CH2:29][C:30]([O:32][CH2:33][CH3:34])=[O:31])[C:4]2[CH2:5][C:6]([CH3:28])([CH3:27])[CH2:7][CH2:8][C:9]=2[C:10]=1[S:11][C:12]1[CH:13]=[CH:14][C:15]([S:18]([N:21]2[CH2:22][CH2:23][CH2:24][CH2:25]2)(=[O:20])=[O:19])=[CH:16][CH:17]=1. Reactant: [CH3:1][C:2]1[N:3]([CH2:29][C:30]([O:32][CH2:33][CH3:34])=[O:31])[C:4]2[CH2:5][C:6]([CH3:28])([CH3:27])[CH2:7][C:8](=O)[C:9]=2[C:10]=1[S:11][C:12]1[CH:17]=[CH:16][C:15]([S:18]([N:21]2[CH2:25][CH2:24][CH2:23][CH2:22]2)(=[O:20])=[O:19])=[CH:14][CH:13]=1.B.C1COCC1.C(O)C.C(OCC)(=O)C. The catalyst class is: 220. (3) Reactant: N(C(OCC)=O)=NC(OCC)=O.C1(P(C2C=CC=CC=2)C2C=CC=CC=2)C=CC=CC=1.[Cl:32][C:33]1[CH:52]=[CH:51][C:36]([NH:37][C:38]2[C:47]3[C:42](=[CH:43][C:44]([OH:50])=[C:45]([O:48][CH3:49])[CH:46]=3)[N:41]=[CH:40][N:39]=2)=[C:35]([F:53])[CH:34]=1.[C:54]([O:58][C:59]([NH:61][CH2:62][CH2:63]O)=[O:60])([CH3:57])([CH3:56])[CH3:55]. Product: [C:54]([O:58][C:59]([NH:61][CH2:62][CH2:63][O:50][C:44]1[CH:43]=[C:42]2[C:47]([C:38]([NH:37][C:36]3[CH:51]=[CH:52][C:33]([Cl:32])=[CH:34][C:35]=3[F:53])=[N:39][CH:40]=[N:41]2)=[CH:46][C:45]=1[O:48][CH3:49])=[O:60])([CH3:57])([CH3:56])[CH3:55]. The catalyst class is: 2.